From a dataset of Full USPTO retrosynthesis dataset with 1.9M reactions from patents (1976-2016). Predict the reactants needed to synthesize the given product. (1) Given the product [Cl:14][C:10]1[CH:9]=[C:8]([C:6]2[C:5]([CH3:15])=[CH:4][N:3]=[C:2]([NH:28][C:27]3[CH:26]=[CH:25][C:24]([CH2:23][N:20]4[CH2:19][CH2:18][N:17]([CH3:16])[CH2:22][CH2:21]4)=[CH:30][CH:29]=3)[N:7]=2)[CH:13]=[CH:12][CH:11]=1, predict the reactants needed to synthesize it. The reactants are: Cl[C:2]1[N:7]=[C:6]([C:8]2[CH:13]=[CH:12][CH:11]=[C:10]([Cl:14])[CH:9]=2)[C:5]([CH3:15])=[CH:4][N:3]=1.[CH3:16][N:17]1[CH2:22][CH2:21][N:20]([CH2:23][C:24]2[CH:30]=[CH:29][C:27]([NH2:28])=[CH:26][CH:25]=2)[CH2:19][CH2:18]1. (2) The reactants are: [OH:1][C:2]1[CH:17]=[CH:16][C:5]2[C:6]([C:9]3[CH:14]=[CH:13][C:12]([F:15])=[CH:11][CH:10]=3)=[CH:7][O:8][C:4]=2[CH:3]=1.[CH2:18](OS(C1C=CC(C)=CC=1)(=O)=O)[CH2:19][C:20]#[CH:21]. Given the product [CH2:21]([O:1][C:2]1[CH:17]=[CH:16][C:5]2[C:6]([C:9]3[CH:10]=[CH:11][C:12]([F:15])=[CH:13][CH:14]=3)=[CH:7][O:8][C:4]=2[CH:3]=1)[CH2:20][C:19]#[CH:18], predict the reactants needed to synthesize it. (3) Given the product [NH2:13][CH2:12][C:7]1[CH:8]=[C:9]2[C:4](=[CH:5][CH:6]=1)[CH:3]=[C:2]([OH:1])[CH:11]=[CH:10]2, predict the reactants needed to synthesize it. The reactants are: [OH:1][C:2]1[CH:3]=[C:4]2[C:9](=[CH:10][CH:11]=1)[CH:8]=[C:7]([C:12]#[N:13])[CH:6]=[CH:5]2. (4) Given the product [N:1]([CH2:2][CH2:3][CH2:4][CH2:5][NH:6][C:7](=[O:13])[O:8][C:9]([CH3:10])([CH3:12])[CH3:11])=[C:14]=[S:29], predict the reactants needed to synthesize it. The reactants are: [NH2:1][CH2:2][CH2:3][CH2:4][CH2:5][NH:6][C:7](=[O:13])[O:8][C:9]([CH3:12])([CH3:11])[CH3:10].[C:14](=[S:29])(OC1C=CC=CN=1)OC1C=CC=CN=1. (5) Given the product [Cl:4][C:5]1[CH:6]=[C:7]([C@@H:15]([CH2:26][CH:27]2[CH2:32][CH2:31][C:30](=[N:2][OH:3])[CH2:29][CH2:28]2)[C:16]([NH:18][C:19]2[CH:24]=[N:23][C:22]([Cl:25])=[CH:21][N:20]=2)=[O:17])[CH:8]=[CH:9][C:10]=1[S:11]([CH3:14])(=[O:13])=[O:12], predict the reactants needed to synthesize it. The reactants are: Cl.[NH2:2][OH:3].[Cl:4][C:5]1[CH:6]=[C:7]([C@@H:15]([CH2:26][CH:27]2[CH2:32][CH2:31][C:30](=O)[CH2:29][CH2:28]2)[C:16]([NH:18][C:19]2[CH:24]=[N:23][C:22]([Cl:25])=[CH:21][N:20]=2)=[O:17])[CH:8]=[CH:9][C:10]=1[S:11]([CH3:14])(=[O:13])=[O:12]. (6) Given the product [CH2:1]([O:3][C:4](=[O:18])[CH2:5][C:6]1[N:7]=[C:8]([C:11]2[CH:16]=[CH:15][C:14]([O:17][CH2:21][C:22]3[N:23]=[CH:24][S:25][CH:26]=3)=[CH:13][CH:12]=2)[O:9][CH:10]=1)[CH3:2], predict the reactants needed to synthesize it. The reactants are: [CH2:1]([O:3][C:4](=[O:18])[CH2:5][C:6]1[N:7]=[C:8]([C:11]2[CH:16]=[CH:15][C:14]([OH:17])=[CH:13][CH:12]=2)[O:9][CH:10]=1)[CH3:2].Cl.Cl[CH2:21][C:22]1[N:23]=[CH:24][S:25][CH:26]=1.